Dataset: Reaction yield outcomes from USPTO patents with 853,638 reactions. Task: Predict the reaction yield, written as a fraction of the theoretical maximum amount of product (1.0 means a 100% yield; for example, 0.34 means a 34% yield). (1) The reactants are [NH2:1][C:2]([C:4]1[CH:5]=[N:6][C:7]2[C:12]([C:13]=1[NH:14][C:15]1[CH:16]=[C:17]([C:25]([O:27]C)=[O:26])[CH:18]=[C:19]([C:21]([O:23]C)=[O:22])[CH:20]=1)=[CH:11][CH:10]=[C:9]([C:29]1[C:30]([CH3:35])=[N:31][NH:32][C:33]=1[CH3:34])[CH:8]=2)=[O:3].[OH-].[Na+]. The catalyst is CO. The product is [NH2:1][C:2]([C:4]1[CH:5]=[N:6][C:7]2[C:12]([C:13]=1[NH:14][C:15]1[CH:16]=[C:17]([C:25]([OH:27])=[O:26])[CH:18]=[C:19]([C:21]([OH:23])=[O:22])[CH:20]=1)=[CH:11][CH:10]=[C:9]([C:29]1[C:33]([CH3:34])=[N:32][NH:31][C:30]=1[CH3:35])[CH:8]=2)=[O:3]. The yield is 0.570. (2) The reactants are [C:1]12([CH2:11][S:12]([O-:15])(=[O:14])=[O:13])[C:8]([CH3:10])([CH3:9])[CH:5]([CH2:6][CH2:7]1)[CH2:4][C:2]2=[O:3].[NH+:16]12[CH2:23][CH2:22][CH:19]([CH2:20][CH2:21]1)[CH2:18][CH2:17]2.[C:24](=[O:27])(O)[O-].[Na+].Cl[C:30]1[N:35]=[C:34](OC)[N:33]=[C:32](OC)[N:31]=1. The catalyst is C(#N)C. The product is [C:1]12([CH2:11][S:12]([O-:15])(=[O:13])=[O:14])[C:8]([CH3:10])([CH3:9])[CH:5]([CH2:6][CH2:7]1)[CH2:4][C:2]2=[O:3].[CH3:24][O:27][N:31]1[CH2:32][N:33]([O:3][CH3:2])[CH2:34][N:35]([N+:16]23[CH2:23][CH2:22][CH:19]([CH2:20][CH2:21]2)[CH2:18][CH2:17]3)[CH2:30]1. The yield is 0.900. (3) The product is [CH3:24][C:25]1[C:34]([C:2]2[CH:3]=[C:4]([NH:11][C:12]3[CH:17]=[CH:16][CH:15]=[C:14]([N:18]4[CH2:22][CH2:21][CH2:20][C@@H:19]4[CH3:23])[N:13]=3)[C:5]3[N:6]([CH:8]=[CH:9][N:10]=3)[N:7]=2)=[CH:33][CH:32]=[CH:31][C:26]=1[C:27]([O:29][CH3:30])=[O:28]. The catalyst is O1CCOCC1.O.C1C=CC(/C=C/C(/C=C/C2C=CC=CC=2)=O)=CC=1.C1C=CC(/C=C/C(/C=C/C2C=CC=CC=2)=O)=CC=1.C1C=CC(/C=C/C(/C=C/C2C=CC=CC=2)=O)=CC=1.[Pd].[Pd]. The yield is 0.430. The reactants are Cl[C:2]1[CH:3]=[C:4]([NH:11][C:12]2[CH:17]=[CH:16][CH:15]=[C:14]([N:18]3[CH2:22][CH2:21][CH2:20][C@@H:19]3[CH3:23])[N:13]=2)[C:5]2[N:6]([CH:8]=[CH:9][N:10]=2)[N:7]=1.[CH3:24][C:25]1[C:34](B2OC(C)(C)C(C)(C)O2)=[CH:33][CH:32]=[CH:31][C:26]=1[C:27]([O:29][CH3:30])=[O:28].CC(C1C=C(C(C)C)C(C2C=CC=CC=2P(C2CCCCC2)C2CCCCC2)=C(C(C)C)C=1)C.C([O-])([O-])=O.[Na+].[Na+]. (4) The reactants are [N+:1]([C:4]1[CH:5]=[N:6][N:7]([CH2:9][CH2:10][OH:11])[CH:8]=1)([O-])=O. The catalyst is CCO.[OH-].[OH-].[Pd+2]. The product is [NH2:1][C:4]1[CH:5]=[N:6][N:7]([CH2:9][CH2:10][OH:11])[CH:8]=1. The yield is 0.810. (5) The reactants are [CH:1]([O:3][CH2:4][CH2:5][OH:6])=[CH2:2].[H-].[Na+].Br[CH2:10][CH2:11][CH2:12][CH2:13][CH2:14][CH2:15][C:16]([O:18][CH2:19][CH3:20])=[O:17].O. The catalyst is C1(C)C=CC=CC=1.[I-].C([N+](CCCC)(CCCC)CCCC)CCC. The product is [CH2:2]=[CH:1][O:3][CH2:4][CH2:5][O:6][CH2:10][CH2:11][CH2:12][CH2:13][CH2:14][CH2:15][C:16]([O:18][CH2:19][CH3:20])=[O:17]. The yield is 0.507. (6) The reactants are [NH2:1][C:2]1[CH:9]=[CH:8][C:7]([Cl:10])=[CH:6][C:3]=1[CH:4]=O.CC1(C)[O:17][C:16](=O)[CH:15]=[C:14]([CH3:19])[O:13]1. The catalyst is C1(C)C(C)=CC=CC=1. The product is [C:14]([C:15]1[C:16](=[O:17])[NH:1][C:2]2[C:3]([CH:4]=1)=[CH:6][C:7]([Cl:10])=[CH:8][CH:9]=2)(=[O:13])[CH3:19]. The yield is 0.100. (7) The reactants are [F:1][C:2]1[CH:3]=[C:4]([NH:21][C:22]([C:24]2[C:25](=[O:45])[N:26]([C:39]3[CH:44]=[CH:43][CH:42]=[CH:41][CH:40]=3)[N:27]([CH2:30][C@H:31]([O:33][C:34](=[O:38])[C@@H:35]([NH2:37])[CH3:36])[CH3:32])[C:28]=2[CH3:29])=[O:23])[CH:5]=[CH:6][C:7]=1[O:8][C:9]1[C:18]2[C:13](=[CH:14][C:15]([O:19][CH3:20])=[CH:16][CH:17]=2)[N:12]=[CH:11][CH:10]=1.CO.[P:48](=[O:52])([OH:51])([OH:50])[OH:49]. The catalyst is CCOC(C)=O. The product is [P:48](=[O:49])([OH:52])([OH:51])[OH:50].[F:1][C:2]1[CH:3]=[C:4]([NH:21][C:22]([C:24]2[C:25](=[O:45])[N:26]([C:39]3[CH:40]=[CH:41][CH:42]=[CH:43][CH:44]=3)[N:27]([CH2:30][C@H:31]([O:33][C:34](=[O:38])[C@@H:35]([NH2:37])[CH3:36])[CH3:32])[C:28]=2[CH3:29])=[O:23])[CH:5]=[CH:6][C:7]=1[O:8][C:9]1[C:18]2[C:13](=[CH:14][C:15]([O:19][CH3:20])=[CH:16][CH:17]=2)[N:12]=[CH:11][CH:10]=1. The yield is 0.919.